Task: Predict the product of the given reaction.. Dataset: Forward reaction prediction with 1.9M reactions from USPTO patents (1976-2016) (1) Given the reactants Br[C:2]1[C:3]([NH2:9])=[N:4][CH:5]=[C:6]([Cl:8])[CH:7]=1.[C:10]1([OH:16])[CH:15]=[CH:14][CH:13]=[CH:12][CH:11]=1.[OH-].[K+].C(COC)OC, predict the reaction product. The product is: [Cl:8][C:6]1[CH:7]=[C:2]([O:16][C:10]2[CH:15]=[CH:14][CH:13]=[CH:12][CH:11]=2)[C:3]([NH2:9])=[N:4][CH:5]=1. (2) Given the reactants O[C:2]1[CH:18]=[CH:17][C:5]([CH:6]2[CH2:15][C:14](=[O:16])[C:13]3[C:8](=[CH:9][CH:10]=[CH:11][CH:12]=3)[O:7]2)=[CH:4][CH:3]=1.C(N(CC)CC)C.C1C=CC(N([S:33]([C:36]([F:39])([F:38])[F:37])(=[O:35])=[O:34])[S:33]([C:36]([F:39])([F:38])[F:37])(=[O:35])=[O:34])=CC=1, predict the reaction product. The product is: [F:37][C:36]([F:39])([F:38])[S:33]([C:2]1[CH:18]=[CH:17][C:5]([CH:6]2[CH2:15][C:14](=[O:16])[C:13]3[C:8](=[CH:9][CH:10]=[CH:11][CH:12]=3)[O:7]2)=[CH:4][CH:3]=1)(=[O:35])=[O:34]. (3) Given the reactants [Br:1][CH2:2][C:3]1[CH:8]=[CH:7][C:6](/[CH:9]=[CH:10]/[C:11]([O:13][CH2:14][CH3:15])=[O:12])=[C:5]([CH3:16])[CH:4]=1.[C:17]1([P:23]([C:30]2[CH:35]=[CH:34][CH:33]=[CH:32][CH:31]=2)[C:24]2[CH:29]=[CH:28][CH:27]=[CH:26][CH:25]=2)[CH:22]=[CH:21][CH:20]=[CH:19][CH:18]=1, predict the reaction product. The product is: [Br-:1].[CH2:14]([O:13][C:11](=[O:12])/[CH:10]=[CH:9]/[C:6]1[CH:7]=[CH:8][C:3]([CH2:2][P+:23]([C:24]2[CH:25]=[CH:26][CH:27]=[CH:28][CH:29]=2)([C:30]2[CH:35]=[CH:34][CH:33]=[CH:32][CH:31]=2)[C:17]2[CH:18]=[CH:19][CH:20]=[CH:21][CH:22]=2)=[CH:4][C:5]=1[CH3:16])[CH3:15]. (4) Given the reactants [F:1][C:2]1[CH:7]=[CH:6][C:5]([O:8][C:9](=[O:25])[N:10]([CH2:23][CH3:24])[C@H:11]2[C@H:15]([C:16]3[CH:21]=[CH:20][C:19]([F:22])=[CH:18][CH:17]=3)[CH2:14][NH:13][CH2:12]2)=[CH:4][CH:3]=1.CN(C(ON1N=NC2C=CC=NC1=2)=[N+](C)C)C.F[P-](F)(F)(F)(F)F.CCN(C(C)C)C(C)C.[C:59]([C:61]1[CH:62]=[CH:63][C:64]([N:67]2[CH2:72][CH2:71][CH:70]([C:73](O)=[O:74])[CH2:69][CH2:68]2)=[N:65][CH:66]=1)#[N:60], predict the reaction product. The product is: [F:1][C:2]1[CH:7]=[CH:6][C:5]([O:8][C:9](=[O:25])[N:10]([C@H:11]2[C@H:15]([C:16]3[CH:21]=[CH:20][C:19]([F:22])=[CH:18][CH:17]=3)[CH2:14][N:13]([C:73]([CH:70]3[CH2:69][CH2:68][N:67]([C:64]4[CH:63]=[CH:62][C:61]([C:59]#[N:60])=[CH:66][N:65]=4)[CH2:72][CH2:71]3)=[O:74])[CH2:12]2)[CH2:23][CH3:24])=[CH:4][CH:3]=1. (5) The product is: [CH3:38][O:37][C:33]1[CH:32]=[C:31]([CH:36]=[CH:35][CH:34]=1)[CH2:30][N:20]1[N:19]=[C:18]([C:10]2[C:11]3[C:16](=[CH:15][CH:14]=[C:13]([F:17])[CH:12]=3)[N:8]([CH2:7][C:6]([OH:40])=[O:5])[C:9]=2[CH3:39])[C:23]2[CH:24]=[CH:25][CH:26]=[CH:27][C:22]=2[S:21]1(=[O:29])=[O:28]. Given the reactants C([O:5][C:6](=[O:40])[CH2:7][N:8]1[C:16]2[C:11](=[CH:12][C:13]([F:17])=[CH:14][CH:15]=2)[C:10]([C:18]2[C:23]3[CH:24]=[CH:25][CH:26]=[CH:27][C:22]=3[S:21](=[O:29])(=[O:28])[N:20]([CH2:30][C:31]3[CH:36]=[CH:35][CH:34]=[C:33]([O:37][CH3:38])[CH:32]=3)[N:19]=2)=[C:9]1[CH3:39])(C)(C)C.C(O)(C(F)(F)F)=O, predict the reaction product. (6) Given the reactants [CH2:1]([O:3][C:4]([C:6]1[S:10][C:9]2[CH:11]=[C:12]([C:15]([CH2:19][CH3:20])(O)[CH2:16][CH3:17])[CH:13]=[CH:14][C:8]=2[CH:7]=1)=[O:5])[CH3:2].[C:21]1([CH3:28])[C:26]([OH:27])=[CH:25][CH:24]=[CH:23][CH:22]=1.B(F)(F)F.CCOCC, predict the reaction product. The product is: [CH2:1]([O:3][C:4]([C:6]1[S:10][C:9]2[CH:11]=[C:12]([C:15]([CH2:16][CH3:17])([C:23]3[CH:24]=[CH:25][C:26]([OH:27])=[C:21]([CH3:28])[CH:22]=3)[CH2:19][CH3:20])[CH:13]=[CH:14][C:8]=2[CH:7]=1)=[O:5])[CH3:2]. (7) The product is: [NH:7]1[C:15]2[C:10](=[CH:11][C:12]([NH:16][C:17]3[C:18]4[S:25][C:24]([C:26]5[CH:33]=[CH:32][C:29]([CH2:30][NH:5][CH2:4][CH2:3][N:2]([CH3:6])[CH3:1])=[CH:28][CH:27]=5)=[CH:23][C:19]=4[N:20]=[CH:21][N:22]=3)=[CH:13][CH:14]=2)[CH:9]=[CH:8]1. Given the reactants [CH3:1][N:2]([CH3:6])[CH2:3][CH2:4][NH2:5].[NH:7]1[C:15]2[C:10](=[CH:11][C:12]([NH:16][C:17]3[C:18]4[S:25][C:24]([C:26]5[CH:33]=[CH:32][C:29]([CH:30]=O)=[CH:28][CH:27]=5)=[CH:23][C:19]=4[N:20]=[CH:21][N:22]=3)=[CH:13][CH:14]=2)[CH:9]=[CH:8]1, predict the reaction product.